Dataset: Reaction yield outcomes from USPTO patents with 853,638 reactions. Task: Predict the reaction yield, written as a fraction of the theoretical maximum amount of product (1.0 means a 100% yield; for example, 0.34 means a 34% yield). (1) The reactants are [C:1]([O:5][C:6](=[O:16])[NH:7][CH2:8][CH2:9][CH:10]1[CH2:15][CH2:14][NH:13][CH2:12][CH2:11]1)([CH3:4])([CH3:3])[CH3:2].CO[C:19]1[N:20]=[C:21]2[C:26](=[CH:27][CH:28]=1)N=CC=[C:22]2[O:29]S(C(F)(F)F)(=O)=O.[CH3:37]CN(CC)CC.C[N:45]([CH:47]=O)[CH3:46]. No catalyst specified. The product is [C:1]([O:5][C:6](=[O:16])[NH:7][CH2:8][CH2:9][CH:10]1[CH2:11][CH2:12][N:13]([C:27]2[C:26]3[C:46](=[N:45][CH:47]=[C:22]([O:29][CH3:37])[CH:21]=3)[N:20]=[CH:19][CH:28]=2)[CH2:14][CH2:15]1)([CH3:4])([CH3:2])[CH3:3]. The yield is 0.950. (2) The reactants are [CH:1]1([C:4]2[N:8]([CH2:9][C:10]3[N:11]=[C:12]4[S:19][C:18]([CH3:20])=[C:17]([C@@H:21]5[CH2:23][C@H:22]5[CH2:24][OH:25])[N:13]4[C:14](=[O:16])[CH:15]=3)[N:7]=[C:6]([C:26]([F:29])([F:28])[F:27])[CH:5]=2)[CH2:3][CH2:2]1.[Si:30](Cl)([C:33]([CH3:36])([CH3:35])[CH3:34])([CH3:32])[CH3:31].N1C=CN=C1. The catalyst is ClCCl.CN(C)C1C=CN=CC=1. The product is [Si:30]([O:25][CH2:24][CH:22]1[CH2:23][CH:21]1[C:17]1[N:13]2[C:14](=[O:16])[CH:15]=[C:10]([CH2:9][N:8]3[C:4]([CH:1]4[CH2:3][CH2:2]4)=[CH:5][C:6]([C:26]([F:28])([F:29])[F:27])=[N:7]3)[N:11]=[C:12]2[S:19][C:18]=1[CH3:20])([C:33]([CH3:36])([CH3:35])[CH3:34])([CH3:32])[CH3:31]. The yield is 0.670. (3) The reactants are C([N:8]1[CH2:13][CH2:12][CH:11]([C:14]#[C:15][C:16]2[CH:21]=[CH:20][CH:19]=[CH:18][CH:17]=2)[CH2:10][CH2:9]1)(OC(C)(C)C)=O.FC(F)(F)C(O)=O.FC(F)(F)C([O-])=O.[NH4+]. The catalyst is ClCCl. The product is [C:16]1([C:15]#[C:14][CH:11]2[CH2:10][CH2:9][NH:8][CH2:13][CH2:12]2)[CH:21]=[CH:20][CH:19]=[CH:18][CH:17]=1. The yield is 0.880. (4) The reactants are [H-].[Na+].[O:3]=[C:4]([CH2:11][CH2:12][CH3:13])[CH2:5][C:6]([O:8][CH2:9][CH3:10])=[O:7].Br[CH2:15][C:16]1[CH:21]=[CH:20][C:19]([C:22]2[C:23]([C:28]#[N:29])=[CH:24][CH:25]=[CH:26][CH:27]=2)=[C:18]([F:30])[CH:17]=1.Cl. The catalyst is O1CCCC1. The product is [C:28]([C:23]1[CH:24]=[CH:25][CH:26]=[CH:27][C:22]=1[C:19]1[CH:20]=[CH:21][C:16]([CH2:15][CH:5]([C:4](=[O:3])[CH2:11][CH2:12][CH3:13])[C:6]([O:8][CH2:9][CH3:10])=[O:7])=[CH:17][C:18]=1[F:30])#[N:29]. The yield is 1.00. (5) The reactants are [CH3:1][C:2]1([CH2:14][OH:15])[CH2:7][O:6][CH:5]([C:8]2[CH:13]=[CH:12][CH:11]=[CH:10][CH:9]=2)[O:4][CH2:3]1.C(N(CC)CC)C.[C:23](Cl)(=[O:27])[C:24]([CH3:26])=[CH2:25]. The catalyst is ClCCl. The product is [C:23]([O:15][CH2:14][C:2]1([CH3:1])[CH2:3][O:4][CH:5]([C:8]2[CH:9]=[CH:10][CH:11]=[CH:12][CH:13]=2)[O:6][CH2:7]1)(=[O:27])[C:24]([CH3:26])=[CH2:25]. The yield is 0.840.